From a dataset of Forward reaction prediction with 1.9M reactions from USPTO patents (1976-2016). Predict the product of the given reaction. (1) Given the reactants [F:1][C:2]1[CH:7]=[CH:6][C:5]([S:8]([N:11]2[C:20]3[C:15](=[CH:16][C:17]([C:21]([OH:30])([C:26]([F:29])([F:28])[F:27])[C:22]([F:25])([F:24])[F:23])=[CH:18][CH:19]=3)[CH2:14][CH2:13][C@H:12]2[CH2:31][C:32]([OH:34])=O)(=[O:10])=[O:9])=[CH:4][CH:3]=1.[C:35]([NH:43][NH2:44])(=[O:42])[C:36]1[CH:41]=[CH:40][N:39]=[CH:38][CH:37]=1, predict the reaction product. The product is: [F:1][C:2]1[CH:7]=[CH:6][C:5]([S:8]([N:11]2[C:20]3[C:15](=[CH:16][C:17]([C:21]([OH:30])([C:22]([F:23])([F:24])[F:25])[C:26]([F:29])([F:28])[F:27])=[CH:18][CH:19]=3)[CH2:14][CH2:13][C@H:12]2[CH2:31][C:32]([NH:44][NH:43][C:35](=[O:42])[C:36]2[CH:41]=[CH:40][N:39]=[CH:38][CH:37]=2)=[O:34])(=[O:9])=[O:10])=[CH:4][CH:3]=1. (2) Given the reactants [Cl:1][C:2]1[CH:7]=[CH:6][C:5]([NH:8][C:9](=[O:13])[CH:10]=NO)=[CH:4][CH:3]=1.[OH:14]S(O)(=O)=O, predict the reaction product. The product is: [Cl:1][C:2]1[CH:7]=[C:6]2[C:5](=[CH:4][CH:3]=1)[NH:8][C:9](=[O:13])[C:10]2=[O:14].